From a dataset of Reaction yield outcomes from USPTO patents with 853,638 reactions. Predict the reaction yield, written as a fraction of the theoretical maximum amount of product (1.0 means a 100% yield; for example, 0.34 means a 34% yield). The reactants are [F:1][C:2]([F:28])([F:27])[C:3]1[CH:4]=[C:5]([NH:9][C:10]([C:12]2[CH:17]=[CH:16][CH:15]=[CH:14][C:13]=2/[CH:18]=[CH:19]/[C:20]([O:22]C(C)(C)C)=[O:21])=[O:11])[CH:6]=[CH:7][CH:8]=1.FC(F)(F)C(O)=O. The catalyst is ClCCl. The product is [F:1][C:2]([F:27])([F:28])[C:3]1[CH:4]=[C:5]([NH:9][C:10]([C:12]2[CH:17]=[CH:16][CH:15]=[CH:14][C:13]=2/[CH:18]=[CH:19]/[C:20]([OH:22])=[O:21])=[O:11])[CH:6]=[CH:7][CH:8]=1. The yield is 0.880.